From a dataset of Forward reaction prediction with 1.9M reactions from USPTO patents (1976-2016). Predict the product of the given reaction. (1) The product is: [O:42]=[C:39]1[NH:38][C:37]2[CH:43]=[C:33]([C:31]([NH:30][CH:27]3[CH2:26][CH2:25][N:24]([CH2:23][CH2:22][O:21][C:17]4[CH:16]=[N:15][C:14]5[C:19]([N:18]=4)=[CH:20][C:11]([O:5][S:6]([CH3:9])(=[O:7])=[O:8])=[CH:12][CH:13]=5)[CH2:29][CH2:28]3)=[O:32])[CH:34]=[CH:35][C:36]=2[S:41][CH2:40]1. Given the reactants CS([O:5][S:6]([CH3:9])(=[O:8])=[O:7])(=O)=O.O[C:11]1[CH:20]=[C:19]2[C:14]([N:15]=[CH:16][C:17]([O:21][CH2:22][CH2:23][N:24]3[CH2:29][CH2:28][CH:27]([NH:30][C:31]([C:33]4[CH:34]=[CH:35][C:36]5[S:41][CH2:40][C:39](=[O:42])[NH:38][C:37]=5[CH:43]=4)=[O:32])[CH2:26][CH2:25]3)=[N:18]2)=[CH:13][CH:12]=1.C(N(CC)CC)C, predict the reaction product. (2) Given the reactants [F:1][C:2]1[CH:10]=[C:9]2[C:5]([C:6]([NH:12][C:13]([C:15]3[C:19]4[N:20]=[C:21](Cl)[N:22]=[CH:23][C:18]=4[S:17][CH:16]=3)=[O:14])=[N:7][N:8]2[CH3:11])=[CH:4][CH:3]=1.[NH2:25][CH:26]1[CH2:31][CH2:30][CH2:29][CH2:28][CH:27]1[NH:32][C:33](=[O:39])[O:34][C:35]([CH3:38])([CH3:37])[CH3:36].C(N(C(C)C)CC)(C)C, predict the reaction product. The product is: [C:35]([O:34][C:33](=[O:39])[NH:32][C@@H:27]1[CH2:28][CH2:29][CH2:30][CH2:31][C@@H:26]1[NH:25][C:21]1[N:22]=[CH:23][C:18]2[S:17][CH:16]=[C:15]([C:13](=[O:14])[NH:12][C:6]3[C:5]4[C:9](=[CH:10][C:2]([F:1])=[CH:3][CH:4]=4)[N:8]([CH3:11])[N:7]=3)[C:19]=2[N:20]=1)([CH3:38])([CH3:36])[CH3:37]. (3) Given the reactants [Br:1][C:2]1[CH:3]=[C:4]([N+:9]([O-:11])=[O:10])[C:5](Cl)=[N:6][CH:7]=1.[NH2:12][CH2:13][CH2:14][N:15]1[CH2:19][CH2:18][CH2:17][CH2:16]1.O.Cl, predict the reaction product. The product is: [Br:1][C:2]1[CH:3]=[C:4]([N+:9]([O-:11])=[O:10])[C:5]([NH:12][CH2:13][CH2:14][N:15]2[CH2:19][CH2:18][CH2:17][CH2:16]2)=[N:6][CH:7]=1.